From a dataset of Rat liver microsome stability data. Regression/Classification. Given a drug SMILES string, predict its absorption, distribution, metabolism, or excretion properties. Task type varies by dataset: regression for continuous measurements (e.g., permeability, clearance, half-life) or binary classification for categorical outcomes (e.g., BBB penetration, CYP inhibition). Dataset: rlm. (1) The compound is O=C(O)c1cn(C2CC2)c2cc(N3C[C@@H]4C[C@H]3CN4)c(F)cc2c1=O. The result is 0 (unstable in rat liver microsomes). (2) The drug is Cc1ccc(-c2cc(C(=O)Nc3ncco3)c3ccccc3n2)cc1C. The result is 1 (stable in rat liver microsomes). (3) The molecule is COc1cccc(CNc2ccc(S(=O)(=O)Nc3nccs3)cc2)c1. The result is 1 (stable in rat liver microsomes). (4) The compound is Clc1cccc(Nc2nc(-c3ccncc3)nc3ccccc23)c1. The result is 1 (stable in rat liver microsomes). (5) The molecule is COc1ccc(CCN2CCC(Nc3nc4ccccc4n3Cc3ccc(F)cc3)CC2)cc1. The result is 1 (stable in rat liver microsomes). (6) The molecule is O=C1CCCC2=C1C1(CCCC1)NC(Nc1nc3cc(Cl)ccc3o1)=N2. The result is 1 (stable in rat liver microsomes).